The task is: Predict the reaction yield, written as a fraction of the theoretical maximum amount of product (1.0 means a 100% yield; for example, 0.34 means a 34% yield).. This data is from Reaction yield outcomes from USPTO patents with 853,638 reactions. The reactants are [Cl:1][C:2]1[CH:7]=[C:6]([Cl:8])[CH:5]=[CH:4][C:3]=1[C@H:9]([N:11]1[C:15]2[CH:16]=[C:17]([C:20]3[CH2:21][CH2:22][NH:23][CH2:24][CH:25]=3)[CH:18]=[CH:19][C:14]=2[N:13]=[CH:12]1)[CH3:10].C(OC([N:33]1[CH2:38][CH2:37][CH2:36][CH2:35][C@@H:34]1[C:39](O)=[O:40])=O)(C)(C)C.F[P-](F)(F)(F)(F)F.C[N+](C)=C(N(C)C)ON1C2N=CC=CC=2N=N1.C(N(C(C)C)CC)(C)C. The catalyst is CN(C)C=O.C(OCC)(=O)C. The product is [Cl:1][C:2]1[CH:7]=[C:6]([Cl:8])[CH:5]=[CH:4][C:3]=1[C@H:9]([N:11]1[C:15]2[CH:16]=[C:17]([C:20]3[CH2:21][CH2:22][N:23]([C:39]([C@H:34]4[CH2:35][CH2:36][CH2:37][CH2:38][NH:33]4)=[O:40])[CH2:24][CH:25]=3)[CH:18]=[CH:19][C:14]=2[N:13]=[CH:12]1)[CH3:10]. The yield is 0.850.